This data is from Forward reaction prediction with 1.9M reactions from USPTO patents (1976-2016). The task is: Predict the product of the given reaction. (1) The product is: [CH3:1][O:2][C:3]([C:5]1[S:9][CH:8]=[N:7][C:6]=1[NH:10][NH2:11])=[O:4]. Given the reactants [CH3:1][O:2][C:3]([C:5]1[S:9][CH:8]=[N:7][C:6]=1[NH2:10])=[O:4].[N:11]([O-])=O.[Na+], predict the reaction product. (2) Given the reactants [F:1][C:2]([C:5]1[N:10]=[CH:9][C:8]([CH:11]([N:14]2[CH2:19][CH2:18][C:17]([F:21])([F:20])[CH2:16][CH2:15]2)[CH2:12][NH2:13])=[CH:7][N:6]=1)([F:4])[CH3:3].[Cl:22][C:23]1[C:31]([Cl:32])=[CH:30][CH:29]=[CH:28][C:24]=1[C:25](Cl)=[O:26].C1COCC1.CCN(C(C)C)C(C)C, predict the reaction product. The product is: [Cl:22][C:23]1[C:31]([Cl:32])=[CH:30][CH:29]=[CH:28][C:24]=1[C:25]([NH:13][CH2:12][CH:11]([C:8]1[CH:7]=[N:6][C:5]([C:2]([F:1])([F:4])[CH3:3])=[N:10][CH:9]=1)[N:14]1[CH2:19][CH2:18][C:17]([F:20])([F:21])[CH2:16][CH2:15]1)=[O:26].